This data is from NCI-60 drug combinations with 297,098 pairs across 59 cell lines. The task is: Regression. Given two drug SMILES strings and cell line genomic features, predict the synergy score measuring deviation from expected non-interaction effect. (1) Drug 1: CC1=C(N=C(N=C1N)C(CC(=O)N)NCC(C(=O)N)N)C(=O)NC(C(C2=CN=CN2)OC3C(C(C(C(O3)CO)O)O)OC4C(C(C(C(O4)CO)O)OC(=O)N)O)C(=O)NC(C)C(C(C)C(=O)NC(C(C)O)C(=O)NCCC5=NC(=CS5)C6=NC(=CS6)C(=O)NCCC[S+](C)C)O. Drug 2: CCC1(CC2CC(C3=C(CCN(C2)C1)C4=CC=CC=C4N3)(C5=C(C=C6C(=C5)C78CCN9C7C(C=CC9)(C(C(C8N6C)(C(=O)OC)O)OC(=O)C)CC)OC)C(=O)OC)O.OS(=O)(=O)O. Cell line: MDA-MB-435. Synergy scores: CSS=-0.602, Synergy_ZIP=-0.357, Synergy_Bliss=-2.81, Synergy_Loewe=-10.6, Synergy_HSA=-5.56. (2) Drug 1: CCC1=CC2CC(C3=C(CN(C2)C1)C4=CC=CC=C4N3)(C5=C(C=C6C(=C5)C78CCN9C7C(C=CC9)(C(C(C8N6C)(C(=O)OC)O)OC(=O)C)CC)OC)C(=O)OC.C(C(C(=O)O)O)(C(=O)O)O. Drug 2: C1C(C(OC1N2C=NC3=C(N=C(N=C32)Cl)N)CO)O. Cell line: SF-268. Synergy scores: CSS=13.9, Synergy_ZIP=-0.542, Synergy_Bliss=0.748, Synergy_Loewe=-10.2, Synergy_HSA=-1.33.